Dataset: NCI-60 drug combinations with 297,098 pairs across 59 cell lines. Task: Regression. Given two drug SMILES strings and cell line genomic features, predict the synergy score measuring deviation from expected non-interaction effect. Drug 1: CC1OCC2C(O1)C(C(C(O2)OC3C4COC(=O)C4C(C5=CC6=C(C=C35)OCO6)C7=CC(=C(C(=C7)OC)O)OC)O)O. Drug 2: C1C(C(OC1N2C=C(C(=O)NC2=O)F)CO)O. Cell line: UACC62. Synergy scores: CSS=31.3, Synergy_ZIP=-17.3, Synergy_Bliss=-14.1, Synergy_Loewe=-7.87, Synergy_HSA=-6.66.